This data is from NCI-60 drug combinations with 297,098 pairs across 59 cell lines. The task is: Regression. Given two drug SMILES strings and cell line genomic features, predict the synergy score measuring deviation from expected non-interaction effect. (1) Drug 1: CN(C)N=NC1=C(NC=N1)C(=O)N. Drug 2: C1CCC(C(C1)N)N.C(=O)(C(=O)[O-])[O-].[Pt+4]. Cell line: SN12C. Synergy scores: CSS=5.99, Synergy_ZIP=-0.527, Synergy_Bliss=3.45, Synergy_Loewe=3.82, Synergy_HSA=3.90. (2) Drug 1: CCC1(CC2CC(C3=C(CCN(C2)C1)C4=CC=CC=C4N3)(C5=C(C=C6C(=C5)C78CCN9C7C(C=CC9)(C(C(C8N6C=O)(C(=O)OC)O)OC(=O)C)CC)OC)C(=O)OC)O.OS(=O)(=O)O. Drug 2: CCCCC(=O)OCC(=O)C1(CC(C2=C(C1)C(=C3C(=C2O)C(=O)C4=C(C3=O)C=CC=C4OC)O)OC5CC(C(C(O5)C)O)NC(=O)C(F)(F)F)O. Cell line: MALME-3M. Synergy scores: CSS=37.6, Synergy_ZIP=-6.53, Synergy_Bliss=-1.65, Synergy_Loewe=-10.9, Synergy_HSA=-0.171. (3) Drug 1: CC1=C(C=C(C=C1)C(=O)NC2=CC(=CC(=C2)C(F)(F)F)N3C=C(N=C3)C)NC4=NC=CC(=N4)C5=CN=CC=C5. Drug 2: CC1C(C(CC(O1)OC2CC(CC3=C2C(=C4C(=C3O)C(=O)C5=CC=CC=C5C4=O)O)(C(=O)C)O)N)O. Cell line: T-47D. Synergy scores: CSS=33.9, Synergy_ZIP=2.14, Synergy_Bliss=2.33, Synergy_Loewe=-26.2, Synergy_HSA=1.28. (4) Drug 1: C1CN1P(=S)(N2CC2)N3CC3. Drug 2: C1C(C(OC1N2C=NC(=NC2=O)N)CO)O. Cell line: HOP-92. Synergy scores: CSS=16.6, Synergy_ZIP=-3.44, Synergy_Bliss=2.30, Synergy_Loewe=2.36, Synergy_HSA=2.86. (5) Drug 1: CC1=C(C=C(C=C1)NC2=NC=CC(=N2)N(C)C3=CC4=NN(C(=C4C=C3)C)C)S(=O)(=O)N.Cl. Drug 2: CC1CCC2CC(C(=CC=CC=CC(CC(C(=O)C(C(C(=CC(C(=O)CC(OC(=O)C3CCCCN3C(=O)C(=O)C1(O2)O)C(C)CC4CCC(C(C4)OC)O)C)C)O)OC)C)C)C)OC. Cell line: NCIH23. Synergy scores: CSS=18.9, Synergy_ZIP=-0.742, Synergy_Bliss=0.737, Synergy_Loewe=-14.9, Synergy_HSA=1.48. (6) Drug 1: CC1OCC2C(O1)C(C(C(O2)OC3C4COC(=O)C4C(C5=CC6=C(C=C35)OCO6)C7=CC(=C(C(=C7)OC)O)OC)O)O. Drug 2: CN(CCCl)CCCl.Cl. Cell line: UO-31. Synergy scores: CSS=14.5, Synergy_ZIP=-4.81, Synergy_Bliss=-0.416, Synergy_Loewe=-0.663, Synergy_HSA=0.904. (7) Drug 1: CC1=C(N=C(N=C1N)C(CC(=O)N)NCC(C(=O)N)N)C(=O)NC(C(C2=CN=CN2)OC3C(C(C(C(O3)CO)O)O)OC4C(C(C(C(O4)CO)O)OC(=O)N)O)C(=O)NC(C)C(C(C)C(=O)NC(C(C)O)C(=O)NCCC5=NC(=CS5)C6=NC(=CS6)C(=O)NCCC[S+](C)C)O. Drug 2: CC(C)NC(=O)C1=CC=C(C=C1)CNNC.Cl. Cell line: SK-OV-3. Synergy scores: CSS=6.85, Synergy_ZIP=1.51, Synergy_Bliss=4.75, Synergy_Loewe=-0.146, Synergy_HSA=3.77. (8) Drug 1: C1=CC(=CC=C1CCC2=CNC3=C2C(=O)NC(=N3)N)C(=O)NC(CCC(=O)O)C(=O)O. Cell line: HCT-15. Synergy scores: CSS=40.4, Synergy_ZIP=2.23, Synergy_Bliss=1.77, Synergy_Loewe=-10.8, Synergy_HSA=1.56. Drug 2: CC(C)(C#N)C1=CC(=CC(=C1)CN2C=NC=N2)C(C)(C)C#N.